Dataset: Forward reaction prediction with 1.9M reactions from USPTO patents (1976-2016). Task: Predict the product of the given reaction. Given the reactants C([O:4][C:5]1[C:6]([CH3:19])=[C:7]2[C:12](=[C:13]([CH3:16])[C:14]=1[CH3:15])[O:11][C:10]([CH3:18])([CH3:17])[CH:9]=[CH:8]2)(=O)C.[OH-].[Na+], predict the reaction product. The product is: [CH3:17][C:10]1([CH3:18])[CH:9]=[CH:8][C:7]2[C:12](=[C:13]([CH3:16])[C:14]([CH3:15])=[C:5]([OH:4])[C:6]=2[CH3:19])[O:11]1.